From a dataset of Catalyst prediction with 721,799 reactions and 888 catalyst types from USPTO. Predict which catalyst facilitates the given reaction. (1) Reactant: [Br:1][C:2]1[CH:3]=[CH:4][C:5]([OH:10])=[C:6]([CH:9]=1)C=O.[OH:11]O. Product: [Br:1][C:2]1[CH:9]=[C:6]([OH:11])[C:5]([OH:10])=[CH:4][CH:3]=1. The catalyst class is: 74. (2) Reactant: Br[C:2]1[C:3]2[N:4]([N:10]=[C:11]([C:13]([F:16])([F:15])[F:14])[N:12]=2)[C:5]([O:8][CH3:9])=[CH:6][CH:7]=1.C([Li])CCC.CN([CH:25]=[O:26])C.[Cl-].[NH4+]. Product: [CH3:9][O:8][C:5]1[N:4]2[N:10]=[C:11]([C:13]([F:16])([F:15])[F:14])[N:12]=[C:3]2[C:2]([CH:25]=[O:26])=[CH:7][CH:6]=1. The catalyst class is: 134. (3) Reactant: [C:1]([NH:8][C@H:9]([C:13]([OH:15])=O)[CH:10]([CH3:12])[CH3:11])([O:3][C:4]([CH3:7])([CH3:6])[CH3:5])=[O:2].N1C=CC=CC=1.N1C(F)=NC(F)=NC=1[F:24]. Product: [C:4]([O:3][C:1](=[O:2])[NH:8][C@H:9]([C:13]([F:24])=[O:15])[CH:10]([CH3:12])[CH3:11])([CH3:7])([CH3:6])[CH3:5]. The catalyst class is: 2. (4) Reactant: Cl[CH:2]([C:7]1[CH:11]=[C:10]([C:12]2[CH:17]=[CH:16][C:15]([F:18])=[CH:14][C:13]=2[CH3:19])[O:9][C:8]=1[CH3:20])[CH2:3][CH:4]([CH3:6])[CH3:5].[NH2:21][C:22]1[CH:27]=[CH:26][C:25]([C:28]([N:30]([CH3:38])[CH2:31][CH2:32][C:33]([O:35]CC)=[O:34])=[O:29])=[CH:24][CH:23]=1.C(=O)([O-])[O-].[Na+].[Na+].[I-].[Na+]. Product: [F:18][C:15]1[CH:16]=[CH:17][C:12]([C:10]2[O:9][C:8]([CH3:20])=[C:7]([CH:2]([NH:21][C:22]3[CH:23]=[CH:24][C:25]([C:28]([N:30]([CH3:38])[CH2:31][CH2:32][C:33]([OH:35])=[O:34])=[O:29])=[CH:26][CH:27]=3)[CH2:3][CH:4]([CH3:6])[CH3:5])[CH:11]=2)=[C:13]([CH3:19])[CH:14]=1. The catalyst class is: 395.